Predict the reactants needed to synthesize the given product. From a dataset of Full USPTO retrosynthesis dataset with 1.9M reactions from patents (1976-2016). (1) Given the product [CH3:18][N:19]([CH2:20][CH:21]1[CH2:26][CH2:25][N:24]([C:2]2[CH:3]=[C:4]([C:15]([OH:17])=[O:16])[C:5]3[C:6]([CH3:14])=[CH:7][N:8]([CH:11]([CH3:13])[CH3:12])[C:9]=3[CH:10]=2)[CH2:23][CH2:22]1)[CH3:27], predict the reactants needed to synthesize it. The reactants are: Br[C:2]1[CH:3]=[C:4]([C:15]([OH:17])=[O:16])[C:5]2[C:6]([CH3:14])=[CH:7][N:8]([CH:11]([CH3:13])[CH3:12])[C:9]=2[CH:10]=1.[CH3:18][N:19]([CH3:27])[CH2:20][CH:21]1[CH2:26][CH2:25][NH:24][CH2:23][CH2:22]1.CC(C)([O-])C.[Na+]. (2) Given the product [ClH:43].[F:18][C:19]1[CH:20]=[C:21]([CH:2]2[CH2:3][C:4]3([CH2:6][CH2:7][NH:8][CH2:9][CH2:10]3)[CH2:5]2)[CH:22]=[C:23]([CH3:25])[CH:24]=1, predict the reactants needed to synthesize it. The reactants are: O=[C:2]1[CH2:5][C:4]2([CH2:10][CH2:9][N:8](C(OC(C)(C)C)=O)[CH2:7][CH2:6]2)[CH2:3]1.[F:18][C:19]1[CH:20]=[C:21]([Mg]Br)[CH:22]=[C:23]([CH3:25])[CH:24]=1.C([SiH](CC)CC)C.FC(F)(F)C(O)=O.C(Cl)[Cl:43]. (3) Given the product [O:20]1[CH2:24][CH2:23][CH:22]([CH2:25][NH:26][C:16]([C:13]2[CH:12]=[C:11]([CH2:10][CH2:9][CH2:8][C:4]3[CH:5]=[CH:6][CH:7]=[C:2]([F:1])[CH:3]=3)[O:15][N:14]=2)=[O:18])[CH2:21]1, predict the reactants needed to synthesize it. The reactants are: [F:1][C:2]1[CH:3]=[C:4]([CH2:8][CH2:9][CH2:10][C:11]2[O:15][N:14]=[C:13]([C:16]([OH:18])=O)[CH:12]=2)[CH:5]=[CH:6][CH:7]=1.Cl.[O:20]1[CH2:24][CH2:23][CH:22]([CH2:25][NH2:26])[CH2:21]1.C(N(CC)CC)C.ON1C2C=CC=CC=2N=N1.Cl.C(N=C=NCCCN(C)C)C. (4) Given the product [N:9]1[CH:10]=[CH:11][CH:12]=[CH:13][C:8]=1[S:5]([NH:4][CH2:3][C:2]([C@@H:14]([NH:19][C:20](=[O:43])[O:21][C@H:22]([CH2:27][N:28]1[CH:32]=[CH:31][C:30]([C:33]2[CH:38]=[CH:37][C:36]([C:39]([F:42])([F:40])[F:41])=[CH:35][CH:34]=2)=[N:29]1)[C:23]([CH3:25])([CH3:26])[CH3:24])[CH2:15][CH2:16][CH2:17][CH3:18])=[O:1])(=[O:6])=[O:7], predict the reactants needed to synthesize it. The reactants are: [OH:1][C@H:2]([C@@H:14]([NH:19][C:20](=[O:43])[O:21][C@H:22]([CH2:27][N:28]1[CH:32]=[CH:31][C:30]([C:33]2[CH:38]=[CH:37][C:36]([C:39]([F:42])([F:41])[F:40])=[CH:35][CH:34]=2)=[N:29]1)[C:23]([CH3:26])([CH3:25])[CH3:24])[CH2:15][CH2:16][CH2:17][CH3:18])[CH2:3][NH:4][S:5]([C:8]1[CH:13]=[CH:12][CH:11]=[CH:10][N:9]=1)(=[O:7])=[O:6].O[C@@H]([C@@H](NC(=O)O[C@H](CN1C=CC(C2C=CC(C(F)(F)F)=CC=2)=N1)C(C)(C)C)CCCC)CNS(C1C=CC=CN=1)(=O)=O. (5) Given the product [N:1]1([CH2:6][CH2:7][CH2:8][C:9]2[CH:10]=[CH:11][C:12]([N:15]3[CH2:16][CH2:17][CH:18]([NH2:21])[CH2:19][CH2:20]3)=[CH:13][CH:14]=2)[CH:5]=[N:4][CH:3]=[N:2]1, predict the reactants needed to synthesize it. The reactants are: [N:1]1([CH2:6][CH2:7][CH2:8][C:9]2[CH:14]=[CH:13][C:12]([N:15]3[CH2:20][CH2:19][CH:18]([NH:21]C(OC(C)(C)C)=O)[CH2:17][CH2:16]3)=[CH:11][CH:10]=2)[CH:5]=[N:4][CH:3]=[N:2]1. (6) The reactants are: [NH2:1][C:2]1[CH:7]=[CH:6][CH:5]=[C:4]([N:8]2[C:15]3[N:11]([N:12]=[C:13]([C:16]4[CH:17]=[N:18][CH:19]=[CH:20][CH:21]=4)[CH:14]=3)[CH:10]=[CH:9]2)[C:3]=1[OH:22].[C:23]([C:25]1[CH:26]=[C:27]([CH:31]=[C:32]([S:34]([F:39])([F:38])([F:37])([F:36])[F:35])[CH:33]=1)[C:28](O)=[O:29])#[N:24].CN(C(ON1N=NC2C=CC=NC1=2)=[N+](C)C)C.F[P-](F)(F)(F)(F)F.C(N(CC)C(C)C)(C)C. Given the product [C:23]([C:25]1[CH:26]=[C:27]([CH:31]=[C:32]([S:34]([F:38])([F:39])([F:35])([F:36])[F:37])[CH:33]=1)[C:28]([NH:1][C:2]1[CH:7]=[CH:6][CH:5]=[C:4]([N:8]2[C:15]3[N:11]([N:12]=[C:13]([C:16]4[CH:17]=[N:18][CH:19]=[CH:20][CH:21]=4)[CH:14]=3)[CH:10]=[CH:9]2)[C:3]=1[OH:22])=[O:29])#[N:24], predict the reactants needed to synthesize it. (7) Given the product [NH2:1][C:2]1[C:11]2[CH:10]=[CH:9][CH:8]=[C:7]([C:27]3[C:34]([O:35][CH3:36])=[CH:33][CH:32]=[CH:31][C:28]=3[C:29]#[N:30])[C:6]=2[N:5]=[C:4]2[CH2:13][N:14]([CH:17]3[CH2:19][CH2:18]3)[C:15](=[O:16])[C:3]=12, predict the reactants needed to synthesize it. The reactants are: [NH2:1][C:2]1[C:11]2[CH:10]=[CH:9][CH:8]=[C:7](Br)[C:6]=2[N:5]=[C:4]2[CH2:13][N:14]([CH:17]3[CH2:19][CH2:18]3)[C:15](=[O:16])[C:3]=12.CC1(C)COB([C:27]2[C:34]([O:35][CH3:36])=[CH:33][CH:32]=[CH:31][C:28]=2[C:29]#[N:30])OC1. (8) Given the product [Cl:1][C:2]1[CH:3]=[C:4]([C:5](=[O:7])[NH:29][CH:30]([CH3:33])[CH2:31][OH:32])[CH:8]=[CH:9][C:10]=1[N:11]([CH3:28])[C:12]([C:14]1[S:27][C:17]2[C:18]3[CH:26]=[CH:25][CH:24]=[CH:23][C:19]=3[O:20][CH2:21][CH2:22][C:16]=2[CH:15]=1)=[O:13], predict the reactants needed to synthesize it. The reactants are: [Cl:1][C:2]1[CH:3]=[C:4]([CH:8]=[CH:9][C:10]=1[N:11]([CH3:28])[C:12]([C:14]1[S:27][C:17]2[C:18]3[CH:26]=[CH:25][CH:24]=[CH:23][C:19]=3[O:20][CH2:21][CH2:22][C:16]=2[CH:15]=1)=[O:13])[C:5]([OH:7])=O.[NH2:29][CH:30]([CH3:33])[CH2:31][OH:32]. (9) Given the product [CH2:1]([O:3][C:4](=[O:15])[CH3:5])[CH3:2].[Br:16][C:17]1[CH:22]=[C:21]([S:13][C:10]2[CH:11]=[CH:12][C:7]([O:6][CH2:5][C:4]([OH:3])=[O:15])=[C:8]([Cl:14])[CH:9]=2)[CH:20]=[C:19]([OH:23])[CH:18]=1, predict the reactants needed to synthesize it. The reactants are: [CH2:1]([O:3][C:4](=[O:15])[CH2:5][O:6][C:7]1[CH:12]=[CH:11][C:10]([SH:13])=[CH:9][C:8]=1[Cl:14])[CH3:2].[Br:16][C:17]1[C:18](Br)=[C:19]([OH:23])[CH:20]=[CH:21][CH:22]=1.C(N(CC)CC)C. (10) Given the product [C:14]([C@@H:12]1[CH2:11][CH2:10][C:9](=[O:13])[C@H:8]1[C:5]1[CH:4]=[CH:3][C:2]([F:1])=[CH:7][CH:6]=1)#[N:15], predict the reactants needed to synthesize it. The reactants are: [F:1][C:2]1[CH:7]=[CH:6][C:5]([C:8]2[C:9](=[O:13])[CH2:10][CH2:11][CH:12]=2)=[CH:4][CH:3]=1.[C-:14]#[N:15].[K+].